This data is from Merck oncology drug combination screen with 23,052 pairs across 39 cell lines. The task is: Regression. Given two drug SMILES strings and cell line genomic features, predict the synergy score measuring deviation from expected non-interaction effect. Drug 1: CC1(c2nc3c(C(N)=O)cccc3[nH]2)CCCN1. Drug 2: Cn1cc(-c2cnn3c(N)c(Br)c(C4CCCNC4)nc23)cn1. Cell line: A427. Synergy scores: synergy=-4.88.